This data is from Full USPTO retrosynthesis dataset with 1.9M reactions from patents (1976-2016). The task is: Predict the reactants needed to synthesize the given product. (1) Given the product [CH3:37][CH:36]([CH3:38])[CH2:35][CH2:34][NH:39][C:4]([C:6]1[N:7]=[C:8]2[CH:13]=[CH:12][C:11]([N:14]3[CH2:15][CH2:16][N:17]([C:20](=[O:32])[C:21]4[CH:26]=[C:25]([F:27])[CH:24]=[CH:23][C:22]=4[C:28]([F:31])([F:30])[F:29])[CH2:18][CH2:19]3)=[N:10][N:9]2[CH:33]=1)=[O:3], predict the reactants needed to synthesize it. The reactants are: C([O:3][C:4]([C:6]1[N:7]=[C:8]2[CH:13]=[CH:12][C:11]([N:14]3[CH2:19][CH2:18][N:17]([C:20](=[O:32])[C:21]4[CH:26]=[C:25]([F:27])[CH:24]=[CH:23][C:22]=4[C:28]([F:31])([F:30])[F:29])[CH2:16][CH2:15]3)=[N:10][N:9]2[CH:33]=1)=O)C.[CH2:34]([NH2:39])[CH2:35][CH:36]([CH3:38])[CH3:37].[C-]#N.[Na+]. (2) Given the product [N:33]1([S:43]([NH:46][C:10](=[O:12])[C:9]2[CH:13]=[CH:14][C:6]([O:5][C:4]3[CH:23]=[CH:24][C:25]([O:26][C:27]([F:30])([F:29])[F:28])=[C:2]([Cl:1])[CH:3]=3)=[C:7]([C:15]3[C:16]([O:21][CH3:22])=[N:17][CH:18]=[CH:19][CH:20]=3)[CH:8]=2)(=[O:45])=[O:44])[CH2:37][CH2:36][CH2:34]1, predict the reactants needed to synthesize it. The reactants are: [Cl:1][C:2]1[CH:3]=[C:4]([CH:23]=[CH:24][C:25]=1[O:26][C:27]([F:30])([F:29])[F:28])[O:5][C:6]1[CH:14]=[CH:13][C:9]([C:10]([OH:12])=O)=[CH:8][C:7]=1[C:15]1[C:16]([O:21][CH3:22])=[N:17][CH:18]=[CH:19][CH:20]=1.C(N1C=CN=C1)([N:33]1[CH:37]=[CH:36]N=[CH:34]1)=O.[S:43](N)([NH2:46])(=[O:45])=[O:44].N1(C2CCCCCCCCCC2)CCCN=CCCCCC1.C[Si]([N-][Si](C)(C)C)(C)C.[Li+].BrCCCBr. (3) Given the product [Cl:1][C:2]1[N:10]=[CH:9][CH:8]=[CH:7][C:3]=1[C:4]([NH:24][C:19]1[CH:20]=[CH:21][CH:22]=[CH:23][C:18]=1[C:15]1[CH:16]=[CH:17][C:12]([Cl:11])=[CH:13][C:14]=1[F:25])=[O:5], predict the reactants needed to synthesize it. The reactants are: [Cl:1][C:2]1[N:10]=[CH:9][CH:8]=[CH:7][C:3]=1[C:4](Cl)=[O:5].[Cl:11][C:12]1[CH:17]=[CH:16][C:15]([C:18]2[CH:23]=[CH:22][CH:21]=[CH:20][C:19]=2[NH2:24])=[C:14]([F:25])[CH:13]=1.N1C=CC=CC=1.O1CCCC1.